This data is from Forward reaction prediction with 1.9M reactions from USPTO patents (1976-2016). The task is: Predict the product of the given reaction. (1) The product is: [F:1][C:2]1[CH:3]=[C:4]([NH:5][C:15]([NH2:17])=[S:16])[CH:6]=[CH:7][C:8]=1[N:9]1[CH:13]=[N:12][C:11]([CH3:14])=[N:10]1. Given the reactants [F:1][C:2]1[CH:3]=[C:4]([CH:6]=[CH:7][C:8]=1[N:9]1[CH:13]=[N:12][C:11]([CH3:14])=[N:10]1)[NH2:5].[C:15](N1C=CC=CC1=O)([N:17]1C=CC=CC1=O)=[S:16].N, predict the reaction product. (2) Given the reactants C([OH:3])C.CC(C)=O.[ClH:8].Cl.Cl.[CH3:11][O:12][C:13](=[O:69])[NH:14][C@H:15]([C:19]([N:21]1[CH2:25][CH2:24][CH2:23][C@H:22]1[C:26]1[NH:27][CH:28]=[C:29]([C:31]2[CH:36]=[CH:35][C:34]([C:37]3[CH:42]=[CH:41][C:40]([NH:43][C:44]([C:46]4[CH:47]=[N:48][C:49]([N:52]5[CH2:57][C@H:56]([CH3:58])[N:55]([C:59](=[O:62])[NH:60][CH3:61])[CH2:54][C@H:53]5[CH3:63])=[CH:50][CH:51]=4)=[O:45])=[CH:39][C:38]=3[O:64][C:65]([F:68])([F:67])[F:66])=[CH:33][CH:32]=2)[N:30]=1)=[O:20])[CH:16]([CH3:18])[CH3:17], predict the reaction product. The product is: [OH2:3].[ClH:8].[ClH:8].[CH3:11][O:12][C:13](=[O:69])[NH:14][C@H:15]([C:19]([N:21]1[CH2:25][CH2:24][CH2:23][C@H:22]1[C:26]1[NH:27][CH:28]=[C:29]([C:31]2[CH:32]=[CH:33][C:34]([C:37]3[CH:42]=[CH:41][C:40]([NH:43][C:44]([C:46]4[CH:47]=[N:48][C:49]([N:52]5[CH2:57][C@H:56]([CH3:58])[N:55]([C:59](=[O:62])[NH:60][CH3:61])[CH2:54][C@H:53]5[CH3:63])=[CH:50][CH:51]=4)=[O:45])=[CH:39][C:38]=3[O:64][C:65]([F:68])([F:66])[F:67])=[CH:35][CH:36]=2)[N:30]=1)=[O:20])[CH:16]([CH3:17])[CH3:18]. (3) Given the reactants Cl[C:2]1[N:28]=[C:27]([C:29]([F:32])([F:31])[F:30])[CH:26]=[CH:25][C:3]=1[C:4]([NH:6][CH2:7][C:8]1([CH2:21][CH:22]2[CH2:24][CH2:23]2)[CH2:13][CH2:12][CH:11]([S:14]([CH2:17][CH:18]2[CH2:20][CH2:19]2)(=[O:16])=[O:15])[CH2:10][CH2:9]1)=[O:5].[CH3:33][S-:34].[Na+].O, predict the reaction product. The product is: [CH:18]1([CH2:17][S:14]([CH:11]2[CH2:12][CH2:13][C:8]([CH2:7][NH:6][C:4](=[O:5])[C:3]3[CH:25]=[CH:26][C:27]([C:29]([F:32])([F:31])[F:30])=[N:28][C:2]=3[S:34][CH3:33])([CH2:21][CH:22]3[CH2:24][CH2:23]3)[CH2:9][CH2:10]2)(=[O:16])=[O:15])[CH2:20][CH2:19]1. (4) Given the reactants [NH:1]1[CH2:6][CH2:5][O:4][CH2:3][CH2:2]1.Cl[CH2:8][CH2:9][O:10][C:11]1[CH:20]=[C:19]2[C:14]([C:15]([OH:21])=[N:16][CH:17]=[N:18]2)=[CH:13][C:12]=1[O:22][CH3:23], predict the reaction product. The product is: [OH:21][C:15]1[C:14]2[C:19](=[CH:20][C:11]([O:10][CH2:9][CH2:8][N:1]3[CH2:6][CH2:5][O:4][CH2:3][CH2:2]3)=[C:12]([O:22][CH3:23])[CH:13]=2)[N:18]=[CH:17][N:16]=1. (5) Given the reactants [NH:1]1[C:9]2[C:4](=[CH:5][C:6]([NH:10][CH:11]3[CH2:16][CH2:15][CH2:14][N:13]([CH:17]([C:21]4[CH:26]=[CH:25][CH:24]=[CH:23][CH:22]=4)[C:18]([OH:20])=O)[CH2:12]3)=[CH:7][CH:8]=2)[CH:3]=[N:2]1.Cl.C(N=C=N[CH2:33][CH2:34][CH2:35][N:36](C)C)C.ON1[C:44]2[CH:45]=CC=[CH:48][C:43]=2N=N1.CN(C1C=CC=CN=1)C.[C:58](=[O:61])([O-])O.[Na+].CN(C)[CH:65]=[O:66], predict the reaction product. The product is: [CH3:65][O:66][C:44]1[CH:45]=[C:34]([CH:33]=[CH:48][C:43]=1[O:61][CH3:58])[CH2:35][NH:36][C:18](=[O:20])[CH:17]([N:13]1[CH2:14][CH2:15][CH2:16][CH:11]([NH:10][C:6]2[CH:5]=[C:4]3[C:9](=[CH:8][CH:7]=2)[NH:1][N:2]=[CH:3]3)[CH2:12]1)[C:21]1[CH:26]=[CH:25][CH:24]=[CH:23][CH:22]=1.